Dataset: NCI-60 drug combinations with 297,098 pairs across 59 cell lines. Task: Regression. Given two drug SMILES strings and cell line genomic features, predict the synergy score measuring deviation from expected non-interaction effect. (1) Drug 1: CCC1(CC2CC(C3=C(CCN(C2)C1)C4=CC=CC=C4N3)(C5=C(C=C6C(=C5)C78CCN9C7C(C=CC9)(C(C(C8N6C=O)(C(=O)OC)O)OC(=O)C)CC)OC)C(=O)OC)O.OS(=O)(=O)O. Drug 2: C1=CN(C=N1)CC(O)(P(=O)(O)O)P(=O)(O)O. Cell line: UACC62. Synergy scores: CSS=-0.203, Synergy_ZIP=-0.212, Synergy_Bliss=0.642, Synergy_Loewe=-1.98, Synergy_HSA=-1.65. (2) Drug 1: CN1CCC(CC1)COC2=C(C=C3C(=C2)N=CN=C3NC4=C(C=C(C=C4)Br)F)OC. Drug 2: C1=CC=C(C(=C1)C(C2=CC=C(C=C2)Cl)C(Cl)Cl)Cl. Cell line: HCT116. Synergy scores: CSS=15.8, Synergy_ZIP=-0.388, Synergy_Bliss=5.70, Synergy_Loewe=5.03, Synergy_HSA=5.05.